From a dataset of Forward reaction prediction with 1.9M reactions from USPTO patents (1976-2016). Predict the product of the given reaction. (1) Given the reactants [C:1]([C:3]1[C:8](=O)[NH:7][C:6]([NH:10][CH:11]2[CH2:13][CH2:12]2)=[N:5][C:4]=1[C:14]1[CH:19]=[C:18]([O:20][CH3:21])[CH:17]=[C:16]([Cl:22])[CH:15]=1)#[N:2].O=P(Cl)(Cl)[Cl:25], predict the reaction product. The product is: [Cl:25][C:8]1[N:7]=[C:6]([NH:10][CH:11]2[CH2:13][CH2:12]2)[N:5]=[C:4]([C:14]2[CH:19]=[C:18]([O:20][CH3:21])[CH:17]=[C:16]([Cl:22])[CH:15]=2)[C:3]=1[C:1]#[N:2]. (2) Given the reactants [C:1]([NH:5][C:6]([C:8]1([C:15]2[CH:20]=[CH:19][CH:18]=[CH:17][C:16]=2[F:21])[CH2:13][CH2:12][N:11](C)[CH2:10][CH2:9]1)=[O:7])([CH3:4])([CH3:3])[CH3:2].ClC(OC(Cl)C)=O, predict the reaction product. The product is: [C:1]([NH:5][C:6]([C:8]1([C:15]2[CH:20]=[CH:19][CH:18]=[CH:17][C:16]=2[F:21])[CH2:13][CH2:12][NH:11][CH2:10][CH2:9]1)=[O:7])([CH3:4])([CH3:2])[CH3:3]. (3) Given the reactants [CH2:1]([C:4]1[N:8]2[CH:9]=[CH:10][CH:11]=[CH:12][C:7]2=[C:6]([C:13]([OH:15])=O)[N:5]=1)[CH2:2][CH3:3].C(Cl)CCl.C1C=CC2N(O)N=NC=2C=1.CCN(CC)CC.[C:37]12([NH2:47])[CH2:46][CH:41]3[CH2:42][CH:43]([CH2:45][CH:39]([CH2:40]3)[CH2:38]1)[CH2:44]2, predict the reaction product. The product is: [C:37]12([NH:47][C:13]([C:6]3[N:5]=[C:4]([CH2:1][CH2:2][CH3:3])[N:8]4[CH:9]=[CH:10][CH:11]=[CH:12][C:7]=34)=[O:15])[CH2:44][CH:43]3[CH2:42][CH:41]([CH2:40][CH:39]([CH2:45]3)[CH2:38]1)[CH2:46]2. (4) Given the reactants CC(C)([O-])C.[K+].C([Si](C)(C)[C:12]#[C:13][CH2:14][N:15]1[C:20]2[N:21]=[C:22](S(C)(=O)=O)[N:23]=[CH:24][C:19]=2[CH:18]=[C:17]([C:29]2[C:34]([Cl:35])=[CH:33][CH:32]=[CH:31][C:30]=2[Cl:36])[C:16]1=[O:37])(C)(C)C.[N:40]1[S:41][N:42]=[C:43]2[CH:48]=[C:47]([NH2:49])[CH:46]=[CH:45][C:44]=12, predict the reaction product. The product is: [N:40]1[S:41][N:42]=[C:43]2[CH:48]=[C:47]([NH:49][C:22]3[N:23]=[CH:24][C:19]4[CH:18]=[C:17]([C:29]5[C:34]([Cl:35])=[CH:33][CH:32]=[CH:31][C:30]=5[Cl:36])[C:16](=[O:37])[N:15]([CH2:14][C:13]#[CH:12])[C:20]=4[N:21]=3)[CH:46]=[CH:45][C:44]=12. (5) Given the reactants [CH3:1][O:2][C:3]1[CH:4]=[C:5]2[C:10](=[CH:11][C:12]=1[O:13][CH3:14])[N:9]=[CH:8][CH:7]=[C:6]2[O:15][C:16]1[CH:21]=[CH:20][C:19]([NH:22][CH:23]([C:28]([F:31])([F:30])[F:29])[CH2:24][C:25](O)=[O:26])=[CH:18][C:17]=1[F:32].[NH2:33][C:34]1[CH:39]=[CH:38][CH:37]=[CH:36][CH:35]=1.C(N(CC)C(C)C)(C)C.CN(C(ON1N=NC2C=CC=NC1=2)=[N+](C)C)C.F[P-](F)(F)(F)(F)F.[Cl-].[NH4+], predict the reaction product. The product is: [CH3:1][O:2][C:3]1[CH:4]=[C:5]2[C:10](=[CH:11][C:12]=1[O:13][CH3:14])[N:9]=[CH:8][CH:7]=[C:6]2[O:15][C:16]1[CH:21]=[CH:20][C:19]([NH:22][CH:23]([C:28]([F:30])([F:31])[F:29])[CH2:24][C:25]([NH:33][C:34]2[CH:39]=[CH:38][CH:37]=[CH:36][CH:35]=2)=[O:26])=[CH:18][C:17]=1[F:32]. (6) Given the reactants O=[C:2]([C:20]1[CH:25]=[CH:24][CH:23]=[CH:22][CH:21]=1)[CH2:3][N:4]1[C:10](=O)[C:9]2[CH:12]=[CH:13][CH:14]=[CH:15][C:8]=2[NH:7][C:6]2[N:16]=[CH:17][CH:18]=[CH:19][C:5]1=2.C([O-])(=O)C.[NH4+:30], predict the reaction product. The product is: [C:20]1([C:2]2[N:30]=[C:10]3[C:9]4[CH:12]=[CH:13][CH:14]=[CH:15][C:8]=4[NH:7][C:6]4[N:16]=[CH:17][CH:18]=[CH:19][C:5]=4[N:4]3[CH:3]=2)[CH:25]=[CH:24][CH:23]=[CH:22][CH:21]=1. (7) Given the reactants [C:1]([OH:4])(=[O:3])[CH3:2].[CH:5]1([N:8]2[CH2:13][CH2:12][CH:11]([NH:14][C@@H:15]3[CH2:17][C@H:16]3[C:18]3[CH:19]=[C:20]([CH:30]=[CH:31][CH:32]=3)[C:21]([NH:23][C:24]3[S:25][C:26]([CH3:29])=[N:27][N:28]=3)=[O:22])[CH2:10][CH2:9]2)[CH2:7][CH2:6]1.C(OC(N[C@@H]1C[C@H]1C1[CH:45]=[C:46](C=CC=1)[C:47]([O:49]C)=[O:48])=O)(C)(C)C.[C:54](=[O:57])([O-:56])O.[Na+], predict the reaction product. The product is: [C:47]([OH:49])(=[O:48])/[CH:46]=[CH:2]/[C:1]([OH:4])=[O:3].[C:47]([OH:49])(=[O:48])/[CH:46]=[CH:45]/[C:54]([OH:56])=[O:57].[CH:5]1([N:8]2[CH2:13][CH2:12][CH:11]([NH:14][C@@H:15]3[CH2:17][C@H:16]3[C:18]3[CH:19]=[C:20]([CH:30]=[CH:31][CH:32]=3)[C:21]([NH:23][C:24]3[S:25][C:26]([CH3:29])=[N:27][N:28]=3)=[O:22])[CH2:10][CH2:9]2)[CH2:7][CH2:6]1.